This data is from Forward reaction prediction with 1.9M reactions from USPTO patents (1976-2016). The task is: Predict the product of the given reaction. Given the reactants C[O:2][C:3](=[O:18])[C@@H:4]([O:15][CH2:16][CH3:17])[CH2:5][C:6]1[CH:7]=[C:8]2[C:12](=[CH:13][CH:14]=1)[NH:11][CH:10]=[CH:9]2.Cl[CH2:20][C:21]1[N:22]=[C:23]([C:27]2[CH:32]=[CH:31][C:30]([C:33]([F:36])([F:35])[F:34])=[CH:29][CH:28]=2)[O:24][C:25]=1[CH3:26], predict the reaction product. The product is: [CH2:16]([O:15][C@@H:4]([CH2:5][C:6]1[CH:7]=[C:8]2[C:12](=[CH:13][CH:14]=1)[N:11]([CH2:20][C:21]1[N:22]=[C:23]([C:27]3[CH:28]=[CH:29][C:30]([C:33]([F:36])([F:35])[F:34])=[CH:31][CH:32]=3)[O:24][C:25]=1[CH3:26])[CH:10]=[CH:9]2)[C:3]([OH:2])=[O:18])[CH3:17].